Predict the product of the given reaction. From a dataset of Forward reaction prediction with 1.9M reactions from USPTO patents (1976-2016). (1) Given the reactants [F:1][C:2]1[CH:3]=[C:4]([C:9]2([OH:14])[CH2:13][CH2:12][NH:11][CH2:10]2)[CH:5]=[C:6]([F:8])[CH:7]=1.[C:15](#N)[CH3:16].[C:18](=O)([O-])[O-:19].[K+].[K+].C(O)(=O)C(O)=O, predict the reaction product. The product is: [F:1][C:2]1[CH:3]=[C:4]([C:9]2([OH:14])[CH2:13][CH2:12][N:11]([CH2:16][CH2:15][O:19][CH3:18])[CH2:10]2)[CH:5]=[C:6]([F:8])[CH:7]=1. (2) Given the reactants [Na].C(O)(C)(C)C.C(OCC)(=O)C.[C:13]([O:17][C:18]([N:20]1[CH:24]2[CH2:25][CH2:26][CH:21]1[C:22](S(C1C=CC(C)=CC=1)(=O)=O)=[CH:23]2)=[O:19])([CH3:16])([CH3:15])[CH3:14], predict the reaction product. The product is: [C:13]([O:17][C:18]([N:20]1[CH:24]2[CH2:25][CH2:26][CH:21]1[CH:22]=[CH:23]2)=[O:19])([CH3:16])([CH3:14])[CH3:15].